This data is from Catalyst prediction with 721,799 reactions and 888 catalyst types from USPTO. The task is: Predict which catalyst facilitates the given reaction. (1) Reactant: Cl.[NH2:2][CH:3]([CH2:29][C:30]1[CH:35]=[CH:34][C:33]([F:36])=[CH:32][CH:31]=1)[C:4]([N:6]1[CH2:11][CH2:10][N:9]([CH:12]([CH2:16][C:17]2[CH:26]=[CH:25][C:24]3[C:19](=[CH:20][CH:21]=[CH:22][CH:23]=3)[CH:18]=2)[C:13]([NH2:15])=[O:14])[CH2:8][CH:7]1[CH2:27][CH3:28])=[O:5].C(OC([CH2:44][C:45]([NH2:50])([CH3:49])[C:46](O)=[O:47])=O)(C)(C)C.ON1C2C=CC=CC=2N=N1.CN1CCOCC1. Product: [NH2:50][C:45]([CH3:49])([CH3:44])[C:46]([NH:2][CH:3]([CH2:29][C:30]1[CH:35]=[CH:34][C:33]([F:36])=[CH:32][CH:31]=1)[C:4]([N:6]1[CH2:11][CH2:10][N:9]([CH:12]([CH2:16][C:17]2[CH:26]=[CH:25][C:24]3[C:19](=[CH:20][CH:21]=[CH:22][CH:23]=3)[CH:18]=2)[C:13]([NH2:15])=[O:14])[CH2:8][CH:7]1[CH2:27][CH3:28])=[O:5])=[O:47]. The catalyst class is: 303. (2) Reactant: Cl[C:2]1[C:3]([O:16][CH2:17][C:18]2([C:22]([F:25])([F:24])[F:23])[CH2:21][CH2:20][CH2:19]2)=[CH:4][C:5]([F:15])=[C:6]([CH:14]=1)[C:7]([O:9]C(C)(C)C)=[O:8].[CH:26]1(B(O)O)[CH2:28][CH2:27]1.P([O-])([O-])([O-])=O.[K+].[K+].[K+].F[B-](F)(F)F.C1(P(C2CCCCC2)C2CCCCC2)CCCCC1. Product: [CH:26]1([C:2]2[C:3]([O:16][CH2:17][C:18]3([C:22]([F:24])([F:25])[F:23])[CH2:19][CH2:20][CH2:21]3)=[CH:4][C:5]([F:15])=[C:6]([CH:14]=2)[C:7]([OH:9])=[O:8])[CH2:28][CH2:27]1. The catalyst class is: 498. (3) Reactant: [OH:1][CH2:2][CH2:3][CH2:4][CH2:5][CH2:6][O:7][C:8]1[CH:13]=[CH:12][N:11]=[C:10]([CH2:14]Cl)[C:9]=1[CH3:16].[SH:17][C:18]1[NH:19][C:20]2[CH:26]=[CH:25][CH:24]=[CH:23][C:21]=2[N:22]=1.[OH-].[Na+].CO. Product: [OH:1][CH2:2][CH2:3][CH2:4][CH2:5][CH2:6][O:7][C:8]1[CH:13]=[CH:12][N:11]=[C:10]([CH2:14][S:17][C:18]2[NH:22][C:21]3[CH:23]=[CH:24][CH:25]=[CH:26][C:20]=3[N:19]=2)[C:9]=1[CH3:16]. The catalyst class is: 8. (4) Product: [Br:1][C:2]1[CH:7]=[CH:6][C:5]([NH:8][C:9]2[N:10]([CH3:32])[C:11](=[O:31])[C:12]([CH3:30])=[CH:13][C:14]=2[C:15]([NH:17][O:18][CH2:19][C@@H:20]([OH:22])[CH3:21])=[O:16])=[C:4]([F:33])[CH:3]=1. Reactant: [Br:1][C:2]1[CH:7]=[CH:6][C:5]([NH:8][C:9]2[N:10]([CH3:32])[C:11](=[O:31])[C:12]([CH3:30])=[CH:13][C:14]=2[C:15]([NH:17][O:18][CH2:19][C@@H:20]([O:22][Si](C(C)(C)C)(C)C)[CH3:21])=[O:16])=[C:4]([F:33])[CH:3]=1.Cl. The catalyst class is: 49. (5) Reactant: [Cl:1][C:2]1[CH:3]=[C:4]([C:12]2[O:16][N:15]=[C:14]([C:17]3[CH:22]=[CH:21][C:20]([OH:23])=[CH:19][C:18]=3[CH2:24][CH3:25])[N:13]=2)[CH:5]=[CH:6][C:7]=1[O:8][CH:9]([CH3:11])[CH3:10].C(=O)([O-])[O-].[K+].[K+].[Br:32][CH2:33][CH2:34][CH2:35]Br. Product: [Br:32][CH2:33][CH2:34][CH2:35][O:23][C:20]1[CH:21]=[CH:22][C:17]([C:14]2[N:13]=[C:12]([C:4]3[CH:5]=[CH:6][C:7]([O:8][CH:9]([CH3:10])[CH3:11])=[C:2]([Cl:1])[CH:3]=3)[O:16][N:15]=2)=[C:18]([CH2:24][CH3:25])[CH:19]=1. The catalyst class is: 42. (6) Reactant: C(OC([NH:8][C@H:9]([CH2:29][C:30]1[CH:35]=[C:34]([F:36])[C:33]([F:37])=[CH:32][C:31]=1[F:38])[CH2:10][C:11]([N:13]1[CH2:18][CH2:17][N:16]2[C:19]([C:25]([F:28])([F:27])[F:26])=[N:20][C:21]([C:22]([OH:24])=[O:23])=[C:15]2[CH2:14]1)=[O:12])=O)(C)(C)C.[ClH:39]. Product: [ClH:39].[NH2:8][C@H:9]([CH2:29][C:30]1[CH:35]=[C:34]([F:36])[C:33]([F:37])=[CH:32][C:31]=1[F:38])[CH2:10][C:11]([N:13]1[CH2:18][CH2:17][N:16]2[C:19]([C:25]([F:28])([F:26])[F:27])=[N:20][C:21]([C:22]([OH:24])=[O:23])=[C:15]2[CH2:14]1)=[O:12]. The catalyst class is: 8.